This data is from Retrosynthesis with 50K atom-mapped reactions and 10 reaction types from USPTO. The task is: Predict the reactants needed to synthesize the given product. (1) Given the product N#Cc1ccccc1COc1cc(O)cc(C(=O)Nc2ccc([N+](=O)[O-])cn2)c1, predict the reactants needed to synthesize it. The reactants are: CC(=O)Oc1cc(OCc2ccccc2C#N)cc(C(=O)Nc2ccc([N+](=O)[O-])cn2)c1. (2) The reactants are: NO.Nc1ccncc1C(=O)C1CCCCC1. Given the product Nc1ccncc1C(=NO)C1CCCCC1, predict the reactants needed to synthesize it. (3) Given the product CCOC(=O)C(c1ccccc1)c1ccccc1, predict the reactants needed to synthesize it. The reactants are: CCO.O=C(O)C(c1ccccc1)c1ccccc1. (4) Given the product CCCC1(C(=O)c2ccc3ccccc3n2)CCN(C(=O)OC(C)(C)C)CC1, predict the reactants needed to synthesize it. The reactants are: CCCC1(C(O)c2ccc3ccccc3n2)CCN(C(=O)OC(C)(C)C)CC1. (5) Given the product CC(C)CCn1c(=O)c(C2=NS(=O)(=O)c3cc(NS(=O)(=O)c4cccs4)ccc3N2)c(O)c2cccnc21, predict the reactants needed to synthesize it. The reactants are: CC(C)CCn1c(=O)c(C2=NS(=O)(=O)c3cc(N)ccc3N2)c(O)c2cccnc21.O=S(=O)(Cl)c1cccs1. (6) Given the product COc1ccc(Oc2ccccc2)cc1, predict the reactants needed to synthesize it. The reactants are: CI.Oc1ccc(Oc2ccccc2)cc1. (7) Given the product COC(=O)c1ccc(CC2(CN)CCN(CC(=O)Nc3ccc(Oc4ccccc4)cc3)CC2)cc1, predict the reactants needed to synthesize it. The reactants are: COC(=O)c1ccc(CC2(C#N)CCN(CC(=O)Nc3ccc(Oc4ccccc4)cc3)CC2)cc1.